From a dataset of Catalyst prediction with 721,799 reactions and 888 catalyst types from USPTO. Predict which catalyst facilitates the given reaction. (1) Product: [NH2:13][C:12]1[N:11]=[CH:10][N:9]=[C:8]2[N:4]([CH2:3][CH2:2][NH:1][C:30](=[O:31])[CH2:29][C:27]#[N:28])[N:5]=[C:6]([C:14]3[CH:19]=[CH:18][C:17]([O:20][C:21]4[CH:26]=[CH:25][CH:24]=[CH:23][CH:22]=4)=[CH:16][CH:15]=3)[C:7]=12. Reactant: [NH2:1][CH2:2][CH2:3][N:4]1[C:8]2=[N:9][CH:10]=[N:11][C:12]([NH2:13])=[C:7]2[C:6]([C:14]2[CH:19]=[CH:18][C:17]([O:20][C:21]3[CH:26]=[CH:25][CH:24]=[CH:23][CH:22]=3)=[CH:16][CH:15]=2)=[N:5]1.[C:27]([CH2:29][C:30](O)=[O:31])#[N:28].CN(C(ON1N=NC2C=CC=NC1=2)=[N+](C)C)C.F[P-](F)(F)(F)(F)F.O. The catalyst class is: 3. (2) Reactant: N1C=CN=C1.[OH:6][CH2:7][C@@H:8]([NH:15][C:16](=[O:25])[O:17][CH2:18][C:19]1[CH:24]=[CH:23][CH:22]=[CH:21][CH:20]=1)[C:9]([N:11]([O:13][CH3:14])[CH3:12])=[O:10].[Si:26](Cl)([C:29]([CH3:32])([CH3:31])[CH3:30])([CH3:28])[CH3:27]. Product: [CH3:12][N:11]([C:9](=[O:10])[C@H:8]([NH:15][C:16](=[O:25])[O:17][CH2:18][C:19]1[CH:20]=[CH:21][CH:22]=[CH:23][CH:24]=1)[CH2:7][O:6][Si:26]([CH3:28])([CH3:27])[C:29]([CH3:32])([CH3:31])[CH3:30])[O:13][CH3:14]. The catalyst class is: 3. (3) Reactant: [C:1]([O:5][C:6]([NH:8][C:9]1([C@@H:12]2[CH2:16][CH2:15][NH:14][CH2:13]2)[CH2:11][CH2:10]1)=[O:7])([CH3:4])([CH3:3])[CH3:2].[F:17][C:18]1[C:28]([O:29][CH3:30])=[C:27](F)[CH:26]=[CH:25][C:19]=1[C:20]([O:22][CH2:23][CH3:24])=[O:21].C(N(CC)CC)C.C(O)(=O)CC(CC(O)=O)(C(O)=O)O. Product: [C:1]([O:5][C:6]([NH:8][C:9]1([C@@H:12]2[CH2:16][CH2:15][N:14]([C:27]3[CH:26]=[CH:25][C:19]([C:20]([O:22][CH2:23][CH3:24])=[O:21])=[C:18]([F:17])[C:28]=3[O:29][CH3:30])[CH2:13]2)[CH2:10][CH2:11]1)=[O:7])([CH3:4])([CH3:2])[CH3:3]. The catalyst class is: 16. (4) Reactant: [Cl:1][C:2]1[S:6][C:5]([C:7]2[N:8]=[C:9]([CH3:26])[C:10]3[CH:15]=[CH:14][N:13]([C:16]4[CH:25]=[CH:24][C:19]([C:20]([O:22]C)=[O:21])=[CH:18][CH:17]=4)[C:11]=3[N:12]=2)=[CH:4][CH:3]=1.[OH-].[Na+].Cl. Product: [Cl:1][C:2]1[S:6][C:5]([C:7]2[N:8]=[C:9]([CH3:26])[C:10]3[CH:15]=[CH:14][N:13]([C:16]4[CH:17]=[CH:18][C:19]([C:20]([OH:22])=[O:21])=[CH:24][CH:25]=4)[C:11]=3[N:12]=2)=[CH:4][CH:3]=1. The catalyst class is: 71. (5) Reactant: [OH:1][C:2]([C:4]([F:7])([F:6])[F:5])=[O:3].[F:8][CH:9]([F:38])[CH2:10][NH:11][C:12]1[N:13]=[C:14]2[CH2:36][CH:35]([CH3:37])[NH:34][CH2:33][C:15]2=[N:16][C:17]=1[N:18]1[CH2:23][CH2:22][CH:21]([O:24][C:25]2[CH:30]=[CH:29][C:28]([F:31])=[CH:27][C:26]=2[F:32])[CH2:20][CH2:19]1.[CH3:39][N:40]([CH3:44])[C:41](Cl)=[O:42].CCN(C(C)C)C(C)C. Product: [F:38][CH:9]([F:8])[CH2:10][NH:11][C:12]1[N:13]=[C:14]2[CH2:36][CH:35]([CH3:37])[N:34]([C:41]([N:40]([CH3:44])[CH3:39])=[O:42])[CH2:33][C:15]2=[N:16][C:17]=1[N:18]1[CH2:19][CH2:20][CH:21]([O:24][C:25]2[CH:30]=[CH:29][C:28]([F:31])=[CH:27][C:26]=2[F:32])[CH2:22][CH2:23]1.[C:2]([OH:3])([C:4]([F:7])([F:6])[F:5])=[O:1]. The catalyst class is: 59. (6) Reactant: [N:1]1[NH:2][C:3](=[O:16])[CH2:4][CH:5]2[CH2:11][CH2:10][CH2:9][C:8]3[CH:12]=[CH:13][CH:14]=[CH:15][C:7]=3[C:6]=12. Product: [O:16]=[C:3]1[NH:2][N:1]=[C:6]2[C:7]3[CH:15]=[CH:14][CH:13]=[CH:12][C:8]=3[CH2:9][CH2:10][CH2:11][C:5]2=[CH:4]1. The catalyst class is: 879. (7) Reactant: [C:1]([O:5][C:6]([N:8]1[CH2:12][C@@H:11]([CH2:13][N:14]([C:24]2[CH:29]=[CH:28][C:27]([Cl:30])=[CH:26][CH:25]=2)[CH2:15][C:16]2[CH:21]=[CH:20][CH:19]=[C:18]([C:22]#[N:23])[CH:17]=2)[C@H:10]([CH2:31][C:32]2[CH:37]=[CH:36][CH:35]=[CH:34][CH:33]=2)[CH2:9]1)=[O:7])([CH3:4])([CH3:3])[CH3:2]. Product: [C:1]([O:5][C:6]([N:8]1[CH2:9][CH:10]([CH2:31][C:32]2[CH:37]=[CH:36][CH:35]=[CH:34][CH:33]=2)[CH:11]([CH2:13][N:14]([CH2:15][C:16]2[CH:21]=[CH:20][CH:19]=[C:18]([CH2:22][NH2:23])[CH:17]=2)[C:24]2[CH:25]=[CH:26][C:27]([Cl:30])=[CH:28][CH:29]=2)[CH2:12]1)=[O:7])([CH3:4])([CH3:2])[CH3:3]. The catalyst class is: 94.